Predict the reactants needed to synthesize the given product. From a dataset of Full USPTO retrosynthesis dataset with 1.9M reactions from patents (1976-2016). (1) Given the product [NH2:8][CH2:9][CH2:10][CH2:11][N:12]1[C:21]2[CH:20]=[C:19]3[CH:22]=[CH:23][CH:24]=[CH:25][C:18]3=[CH:17][C:16]=2[C:15]2=[N:26][NH:27][C:28]([CH3:29])=[C:14]2[C:13]1=[O:37], predict the reactants needed to synthesize it. The reactants are: C(OC([NH:8][CH2:9][CH2:10][CH2:11][N:12]1[C:21]2[CH:20]=[C:19]3[CH:22]=[CH:23][CH:24]=[CH:25][C:18]3=[CH:17][C:16]=2[C:15]2=[N:26][N:27](C(OC(C)(C)C)=O)[C:28]([CH3:29])=[C:14]2[C:13]1=[O:37])=O)(C)(C)C.FC(F)(F)C(O)=O. (2) The reactants are: [Cl:1][C:2]1[CH:3]=[N:4][C:5]2[N:6]([N:8]=[C:9]([C:11]([OH:13])=O)[CH:10]=2)[CH:7]=1.[CH3:14][N:15]1[C:24]2[C:19](=[CH:20][CH:21]=[C:22]([C:25]3[CH:30]=[CH:29][N:28]=[CH:27][CH:26]=3)[CH:23]=2)[CH2:18][CH2:17][NH:16]1. Given the product [Cl:1][C:2]1[CH:3]=[N:4][C:5]2[N:6]([N:8]=[C:9]([C:11]([N:16]3[CH2:17][CH2:18][C:19]4[C:24](=[CH:23][C:22]([C:25]5[CH:30]=[CH:29][N:28]=[CH:27][CH:26]=5)=[CH:21][CH:20]=4)[N:15]3[CH3:14])=[O:13])[CH:10]=2)[CH:7]=1, predict the reactants needed to synthesize it.